Binary Classification. Given a drug SMILES string, predict its activity (active/inactive) in a high-throughput screening assay against a specified biological target. From a dataset of Tyrosyl-DNA phosphodiesterase HTS with 341,365 compounds. (1) The drug is Fc1c(NC(=O)N(CC2OCCOC2)Cc2cc3c([nH]c2=O)ccc(c3)C)cccc1. The result is 0 (inactive). (2) The drug is S(=O)(=O)(Nc1c(cccc1)C)c1ccc(NC(=O)c2c3n(nc2)c(cc(n3)c2ccc(cc2)C)C(F)F)cc1. The result is 0 (inactive). (3) The compound is S=c1[nH]c(/N=C\c2c(=O)c3c(oc2)c2c(cc3)cccc2)cc(=O)[nH]1. The result is 0 (inactive). (4) The molecule is o1c(c2nc3c(c(c2)C(OC)=O)cccc3)ccc1C. The result is 0 (inactive).